From a dataset of Forward reaction prediction with 1.9M reactions from USPTO patents (1976-2016). Predict the product of the given reaction. (1) Given the reactants [Br:1][C:2]1[C:3](=[O:8])[NH:4][CH:5]=[CH:6][CH:7]=1.[C:9](=O)([O-])[O-].[K+].[K+].IC, predict the reaction product. The product is: [Br:1][C:2]1[C:3](=[O:8])[N:4]([CH3:9])[CH:5]=[CH:6][CH:7]=1. (2) Given the reactants [CH:1]1[C:17]2[CH2:16][C@H:15]3[N:18]([CH2:20][CH2:21][C@@:7]45[C@H:14]3[CH:13]=[CH:12][C@H:10]([OH:11])[C@@H:8]4[O:9][C:5]([C:6]=25)=[C:3]([OH:4])[CH:2]=1)[CH3:19], predict the reaction product. The product is: [CH3:19][N:18]1[C@@H:15]2[CH2:16][C:17]3=[CH:1][CH:2]=[C:3]([OH:4])[C:5]4[O:9][C@H:8]5[C:10]([CH2:12][CH2:13][C@@H:14]2[C@:7]5([C:6]=43)[CH2:21][CH2:20]1)=[O:11]. (3) Given the reactants [OH:1][C:2]1[C:11]2[C:6](=[N:7][CH:8]=[CH:9][CH:10]=2)[N:5]([CH2:12][CH2:13][CH:14]([CH3:16])[CH3:15])[C:4](=[O:17])[C:3]=1[C:18]1[NH:23][C:22]2[CH:24]=[CH:25][C:26]([NH:28][S:29]([N:32]3CCO[C:33]3=O)(=[O:31])=[O:30])=[CH:27][C:21]=2[S:20](=[O:39])(=[O:38])[N:19]=1.N[CH:41]1[CH2:45]C[CH2:43][CH2:42]1, predict the reaction product. The product is: [CH:33]1([NH:32][S:29]([NH:28][C:26]2[CH:25]=[CH:24][C:22]3[NH:23][C:18]([C:3]4[C:4](=[O:17])[N:5]([CH2:12][CH2:13][CH:14]([CH3:15])[CH3:16])[C:6]5[C:11]([C:2]=4[OH:1])=[CH:10][CH:9]=[CH:8][N:7]=5)=[N:19][S:20](=[O:38])(=[O:39])[C:21]=3[CH:27]=2)(=[O:31])=[O:30])[CH2:43][CH2:42][CH2:41][CH2:45]1. (4) The product is: [F:21][C:20]1[C:15]([C:10]2[CH:9]=[C:8]([C:6]3[CH:7]=[C:2]([C:24]4[CH:29]=[CH:28][C:27]([C:30]([F:33])([F:32])[F:31])=[CH:26][C:25]=4[F:34])[N:3]=[N:4][CH:5]=3)[CH:13]=[CH:12][C:11]=2[F:14])=[N:16][CH:17]=[C:18]([F:22])[CH:19]=1. Given the reactants Cl[C:2]1[N:3]=[N:4][CH:5]=[C:6]([C:8]2[CH:13]=[CH:12][C:11]([F:14])=[C:10]([C:15]3[C:20]([F:21])=[CH:19][C:18]([F:22])=[CH:17][N:16]=3)[CH:9]=2)[CH:7]=1.Br[C:24]1[CH:29]=[CH:28][C:27]([C:30]([F:33])([F:32])[F:31])=[CH:26][C:25]=1[F:34], predict the reaction product. (5) Given the reactants [OH:1][C:2]1[CH:7]=[CH:6][C:5]([C:8]2[CH:13]=[CH:12][CH:11]=[C:10]([C:14]([NH:16][CH3:17])=[O:15])[CH:9]=2)=[CH:4][CH:3]=1.[P:18](Cl)(Cl)(Cl)=[O:19].Cl.[CH:24]([O:27][C:28](=[O:32])[C@H:29]([CH3:31])[NH2:30])([CH3:26])[CH3:25].FC1C(O)=C(F)C(F)=C(F)C=1F.[F:45][C@:46]1([CH3:62])[C@H:50]([OH:51])[C@@H:49]([CH2:52][OH:53])[O:48][C@H:47]1[N:54]1[CH:61]=[CH:60][C:58](=[O:59])[NH:57][C:55]1=[O:56], predict the reaction product. The product is: [CH:24]([O:27][C:28](=[O:32])[C@@H:29]([NH:30][P:18]([O:1][C:2]1[CH:3]=[CH:4][C:5]([C:8]2[CH:13]=[CH:12][CH:11]=[C:10]([C:14](=[O:15])[NH:16][CH3:17])[CH:9]=2)=[CH:6][CH:7]=1)([O:53][CH2:52][C@@H:49]1[C@@H:50]([OH:51])[C@:46]([F:45])([CH3:62])[C@H:47]([N:54]2[CH:61]=[CH:60][C:58](=[O:59])[NH:57][C:55]2=[O:56])[O:48]1)=[O:19])[CH3:31])([CH3:26])[CH3:25].